Dataset: Reaction yield outcomes from USPTO patents with 853,638 reactions. Task: Predict the reaction yield, written as a fraction of the theoretical maximum amount of product (1.0 means a 100% yield; for example, 0.34 means a 34% yield). (1) The reactants are [NH:1]1[C:9]2[C:4](=[CH:5][CH:6]=[CH:7][CH:8]=2)[CH:3]=[C:2]1[C:10](O)=[O:11].[H-].[H-].[H-].[H-].[Li+].[Al+3]. The catalyst is C1COCC1. The product is [OH:11][CH2:10][C:2]1[NH:1][C:9]2[C:4]([CH:3]=1)=[CH:5][CH:6]=[CH:7][CH:8]=2. The yield is 0.810. (2) The reactants are [CH2:1]([NH:3][CH2:4][CH3:5])[CH3:2].[Cl:6][C:7]1[CH:34]=[CH:33][C:32]([N:35]2[CH:39]=[CH:38][CH:37]=[N:36]2)=[CH:31][C:8]=1[C:9]([NH:11][C:12](=[O:30])[NH:13][C:14]1[S:15][C:16]2[CH:22]=[C:21]([S:23]([CH2:26][CH2:27][CH2:28]I)(=[O:25])=[O:24])[CH:20]=[CH:19][C:17]=2[N:18]=1)=[O:10]. The catalyst is C1COCC1. The product is [Cl:6][C:7]1[CH:34]=[CH:33][C:32]([N:35]2[CH:39]=[CH:38][CH:37]=[N:36]2)=[CH:31][C:8]=1[C:9]([NH:11][C:12](=[O:30])[NH:13][C:14]1[S:15][C:16]2[CH:22]=[C:21]([S:23]([CH2:26][CH2:27][CH2:28][N:3]([CH2:4][CH3:5])[CH2:1][CH3:2])(=[O:25])=[O:24])[CH:20]=[CH:19][C:17]=2[N:18]=1)=[O:10]. The yield is 0.140. (3) The reactants are [Cl:1][C:2]1[CH:11]=[C:10]([CH3:12])[CH:9]=[CH:8][C:3]=1[C:4]([O:6]C)=[O:5].[OH-].[Li+]. The catalyst is O1CCCC1.O. The product is [Cl:1][C:2]1[CH:11]=[C:10]([CH3:12])[CH:9]=[CH:8][C:3]=1[C:4]([OH:6])=[O:5]. The yield is 1.00. (4) The reactants are [CH2:1]([CH:7]([CH2:17][CH2:18][CH2:19][CH2:20][CH2:21][CH2:22][CH2:23][CH3:24])[CH2:8][C:9]1[S:13][C:12]([C:14](O)=[O:15])=[CH:11][CH:10]=1)[CH2:2][CH2:3][CH2:4][CH2:5][CH3:6].C(Cl)(=O)C([Cl:28])=O. The catalyst is C(Cl)Cl. The product is [CH2:1]([CH:7]([CH2:17][CH2:18][CH2:19][CH2:20][CH2:21][CH2:22][CH2:23][CH3:24])[CH2:8][C:9]1[S:13][C:12]([C:14]([Cl:28])=[O:15])=[CH:11][CH:10]=1)[CH2:2][CH2:3][CH2:4][CH2:5][CH3:6]. The yield is 0.880. (5) The reactants are [C:1]([O:5][C:6]([N:8]1[CH2:11][C:10]2([CH2:14][NH:13][CH2:12]2)[CH2:9]1)=[O:7])([CH3:4])([CH3:3])[CH3:2].[OH-].[K+].[CH3:17][C:18](OC(C)=O)=[O:19]. The catalyst is C(Cl)Cl. The product is [C:1]([O:5][C:6]([N:8]1[CH2:11][C:10]2([CH2:12][N:13]([C:18](=[O:19])[CH3:17])[CH2:14]2)[CH2:9]1)=[O:7])([CH3:4])([CH3:2])[CH3:3]. The yield is 0.780. (6) The reactants are [OH:1][C:2]1[CH:9]=[C:8]([O:10][CH3:11])[C:7]([C:12]2[S:13][CH:14]=[CH:15][CH:16]=2)=[CH:6][C:3]=1[CH:4]=[O:5].C(=O)([O-])[O-].[K+].[K+].[Si:23]([O:30][CH2:31][CH:32]([CH2:39][O:40][Si:41]([C:44]([CH3:47])([CH3:46])[CH3:45])([CH3:43])[CH3:42])[CH2:33]OS(C)(=O)=O)([C:26]([CH3:29])([CH3:28])[CH3:27])([CH3:25])[CH3:24]. The catalyst is CN(C)C=O.O. The product is [Si:23]([O:30][CH2:31][CH:32]([CH2:39][O:40][Si:41]([C:44]([CH3:45])([CH3:47])[CH3:46])([CH3:42])[CH3:43])[CH2:33][O:1][C:2]1[CH:9]=[C:8]([O:10][CH3:11])[C:7]([C:12]2[S:13][CH:14]=[CH:15][CH:16]=2)=[CH:6][C:3]=1[CH:4]=[O:5])([C:26]([CH3:29])([CH3:28])[CH3:27])([CH3:25])[CH3:24]. The yield is 0.900.